Dataset: Full USPTO retrosynthesis dataset with 1.9M reactions from patents (1976-2016). Task: Predict the reactants needed to synthesize the given product. (1) Given the product [CH2:17]([O:19][C:20](=[O:34])[CH2:21][N:22]1[C:30]2[C:25](=[C:26]([Br:31])[CH:27]=[CH:28][CH:29]=2)[C:24]([OH:32])([C:52]2[C:53]([OH:55])=[CH:54][C:48]3[O:47][C:46]([CH3:56])([CH3:45])[CH2:50][C:49]=3[CH:51]=2)[C:23]1=[O:33])[CH3:18], predict the reactants needed to synthesize it. The reactants are: C1(CCN2C3C(=CC=CC=3)C(=O)C2=O)CC1.[CH2:17]([O:19][C:20](=[O:34])[CH2:21][N:22]1[C:30]2[C:25](=[C:26]([Br:31])[CH:27]=[CH:28][CH:29]=2)[C:24](=[O:32])[C:23]1=[O:33])[CH3:18].O1C2C=CC(O)=CC=2OC1.[CH3:45][C:46]1([CH3:56])[CH2:50][C:49]2[CH:51]=[CH:52][C:53]([OH:55])=[CH:54][C:48]=2[O:47]1. (2) The reactants are: C([Si](C)(C)[O:6][CH2:7][CH2:8][N:9]([CH2:48][CH2:49][O:50][Si](C)(C)C(C)(C)C)[C:10]1[N:15]=[C:14]([N:16]2[CH2:21][CH2:20][N:19]([C:22]3[CH:27]=[CH:26][C:25]([NH:28][C:29](=[O:47])[C:30](=[O:46])[C:31]4[N:39]5[C:34]([CH:35]=[CH:36][CH:37]=[CH:38]5)=[CH:33][C:32]=4[C:40]4[CH:45]=[CH:44][CH:43]=[CH:42][CH:41]=4)=[CH:24][CH:23]=3)[CH2:18][CH2:17]2)[CH:13]=[CH:12][CH:11]=1)(C)(C)C.[F-].C([N+](CCCC)(CCCC)CCCC)CCC. Given the product [OH:6][CH2:7][CH2:8][N:9]([CH2:48][CH2:49][OH:50])[C:10]1[N:15]=[C:14]([N:16]2[CH2:17][CH2:18][N:19]([C:22]3[CH:27]=[CH:26][C:25]([NH:28][C:29](=[O:47])[C:30](=[O:46])[C:31]4[N:39]5[C:34]([CH:35]=[CH:36][CH:37]=[CH:38]5)=[CH:33][C:32]=4[C:40]4[CH:41]=[CH:42][CH:43]=[CH:44][CH:45]=4)=[CH:24][CH:23]=3)[CH2:20][CH2:21]2)[CH:13]=[CH:12][CH:11]=1, predict the reactants needed to synthesize it. (3) Given the product [I:1][C:2]1[C:10]2[C:5](=[CH:6][C:7](/[CH:11]=[C:12]3/[C:13](=[O:21])[N:14]([CH3:23])[C:15]4[C:20]/3=[CH:19][CH:18]=[CH:17][CH:16]=4)=[CH:8][CH:9]=2)[NH:4][N:3]=1, predict the reactants needed to synthesize it. The reactants are: [I:1][C:2]1[C:10]2[C:5](=[CH:6][C:7](/[CH:11]=[C:12]3/[C:13](=[O:21])[NH:14][C:15]4[C:20]/3=[CH:19][CH:18]=[CH:17][CH:16]=4)=[CH:8][CH:9]=2)[NH:4][N:3]=1.I[C:23]1C2C(=CC(C=O)=CC=2)NN=1.CN1C2C(=CC=CC=2)CC1=O. (4) The reactants are: OC(C(F)(F)F)=O.[NH2:8][CH2:9][CH2:10][C:11]1[CH:16]=[CH:15][C:14]([N:17]2[S:21](=[O:23])(=[O:22])[N:20]([CH2:24][CH2:25][Si:26]([CH3:29])([CH3:28])[CH3:27])[C:19](=[O:30])[CH2:18]2)=[C:13]([O:31][CH2:32][C:33]2[CH:38]=[CH:37][CH:36]=[CH:35][CH:34]=2)[CH:12]=1.C(N(CC)CC)C.[CH:46]1([CH2:52][S:53](Cl)(=[O:55])=[O:54])[CH2:51][CH2:50][CH2:49][CH2:48][CH2:47]1. Given the product [CH2:32]([O:31][C:13]1[CH:12]=[C:11]([CH2:10][CH2:9][NH:8][S:53]([CH2:52][CH:46]2[CH2:51][CH2:50][CH2:49][CH2:48][CH2:47]2)(=[O:55])=[O:54])[CH:16]=[CH:15][C:14]=1[N:17]1[CH2:18][C:19](=[O:30])[N:20]([CH2:24][CH2:25][Si:26]([CH3:27])([CH3:28])[CH3:29])[S:21]1(=[O:23])=[O:22])[C:33]1[CH:34]=[CH:35][CH:36]=[CH:37][CH:38]=1, predict the reactants needed to synthesize it.